Dataset: Peptide-MHC class II binding affinity with 134,281 pairs from IEDB. Task: Regression. Given a peptide amino acid sequence and an MHC pseudo amino acid sequence, predict their binding affinity value. This is MHC class II binding data. (1) The peptide sequence is TKQQVFIQSEDPPVL. The MHC is DRB3_0101 with pseudo-sequence DRB3_0101. The binding affinity (normalized) is 0.418. (2) The peptide sequence is LEKGRLYQIKIQYQRENPTE. The MHC is DRB1_0901 with pseudo-sequence DRB1_0901. The binding affinity (normalized) is 0.416. (3) The peptide sequence is KTHESHLVRSWVTAG. The MHC is DRB1_0801 with pseudo-sequence DRB1_0801. The binding affinity (normalized) is 0.399. (4) The peptide sequence is WNRKELLVTFKNAHA. The MHC is DRB1_0701 with pseudo-sequence DRB1_0701. The binding affinity (normalized) is 0.447. (5) The peptide sequence is HDCLQIITKDESALN. The MHC is DRB1_0101 with pseudo-sequence DRB1_0101. The binding affinity (normalized) is 0.104. (6) The peptide sequence is NLIDTKCYKLEHPVTGCG. The MHC is DRB1_0301 with pseudo-sequence DRB1_0301. The binding affinity (normalized) is 0. (7) The peptide sequence is FLTEKGMKNVFDDVV. The MHC is HLA-DQA10501-DQB10201 with pseudo-sequence HLA-DQA10501-DQB10201. The binding affinity (normalized) is 0.226.